Task: Predict which catalyst facilitates the given reaction.. Dataset: Catalyst prediction with 721,799 reactions and 888 catalyst types from USPTO (1) The catalyst class is: 95. Product: [OH:30][C@@H:4]1[C@H:3]2[C@@H:11]([CH2:12][CH2:13][CH:14]3[C@:2]2([CH3:1])[CH2:22][CH2:21][C:16]2([O:20][CH2:19][CH2:18][O:17]2)[CH2:15]3)[C@H:10]2[C@@:6]([CH3:29])([C@@H:7]([C:23](=[O:24])[CH3:28])[CH2:8][CH2:9]2)[CH2:5]1. Reactant: [CH3:1][C@:2]12[CH2:22][CH2:21][C:16]3([O:20][CH2:19][CH2:18][O:17]3)[CH2:15][CH:14]1[CH2:13][CH2:12][C@@H:11]1[C@@H:3]2[C@@H:4]([OH:30])[CH2:5][C@@:6]2([CH3:29])[C@H:10]1[CH2:9][CH2:8][C@@H:7]2[C:23]1([CH3:28])OCC[O:24]1.OS(O)(=O)=O. (2) Reactant: [C:1](=[O:23])(OC1C=CC([N+]([O-])=O)=CC=1)[O:2][CH2:3][C:4]1[CH:9]=[CH:8][CH:7]=[CH:6][C:5]=1[N:10]=[N+:11]=[N-:12].[NH:24]([C:33]([O:35][C:36]([CH3:39])([CH3:38])[CH3:37])=[O:34])[C@H:25]([C:30]([OH:32])=[O:31])[CH2:26][CH2:27][CH2:28][NH2:29].C(=O)(O)[O-].[Na+].S(=O)(=O)(O)[O-].[K+]. Product: [N:10]([C:5]1[CH:6]=[CH:7][CH:8]=[CH:9][C:4]=1[CH2:3][O:2][C:1]([NH:29][CH2:28][CH2:27][CH2:26][C@H:25]([NH:24][C:33]([O:35][C:36]([CH3:39])([CH3:38])[CH3:37])=[O:34])[C:30]([OH:32])=[O:31])=[O:23])=[N+:11]=[N-:12]. The catalyst class is: 872. (3) Reactant: [N+:1]([C:4]1[CH:5]=[C:6]([CH:9]=[C:10]([N+:12]([O-:14])=[O:13])[CH:11]=1)[CH2:7]Cl)([O-:3])=[O:2].[C:15]1(=[O:25])[NH:19][C:18](=[O:20])[C:17]2=[CH:21][CH:22]=[CH:23][CH:24]=[C:16]12.[K]. Product: [N+:1]([C:4]1[CH:5]=[C:6]([CH2:7][N:19]2[C:15](=[O:25])[C:16]3[C:17](=[CH:21][CH:22]=[CH:23][CH:24]=3)[C:18]2=[O:20])[CH:9]=[C:10]([N+:12]([O-:14])=[O:13])[CH:11]=1)([O-:3])=[O:2]. The catalyst class is: 44. (4) Reactant: [F:1][C:2]1[CH:15]=[CH:14][C:5]([CH2:6][CH:7]2[CH2:13][NH:12][CH2:11][CH2:10][CH2:9][O:8]2)=[CH:4][CH:3]=1.C(N(CC)CC)C.Br[CH2:24][CH2:25][C:26]([OH:28])=[O:27]. Product: [F:1][C:2]1[CH:3]=[CH:4][C:5]([CH2:6][CH:7]2[CH2:13][N:12]([CH2:24][CH2:25][C:26]([OH:28])=[O:27])[CH2:11][CH2:10][CH2:9][O:8]2)=[CH:14][CH:15]=1. The catalyst class is: 1. (5) Reactant: [NH2:1][C:2]1[S:3][C:4]([Cl:7])=[CH:5][N:6]=1.[Br:8][CH2:9][C:10]([C:12]1[CH:17]=[CH:16][C:15]([Cl:18])=[CH:14][CH:13]=1)=O. Product: [BrH:8].[Cl:7][C:4]1[S:3][C:2]2=[N:1][C:10]([C:12]3[CH:17]=[CH:16][C:15]([Cl:18])=[CH:14][CH:13]=3)=[CH:9][N:6]2[CH:5]=1. The catalyst class is: 8. (6) Product: [OH:3][C@H:1]([C:4]1[CH:5]=[CH:6][CH:7]=[C:8]2[C:13]=1[CH2:12][N:11]([C:14]([O:16][C:17]([CH3:18])([CH3:20])[CH3:19])=[O:15])[CH2:10][CH2:9]2)[CH3:2]. The catalyst class is: 1. Reactant: [C:1]([C:4]1[CH:5]=[CH:6][CH:7]=[C:8]2[C:13]=1[CH2:12][N:11]([C:14]([O:16][C:17]([CH3:20])([CH3:19])[CH3:18])=[O:15])[CH2:10][CH2:9]2)(=[O:3])[CH3:2].CB1N2CCC[C@@H]2C(C2C=CC=CC=2)(C2C=CC=CC=2)O1.B.C1COCC1. (7) Reactant: [CH3:1][C@H:2]([O:11][C:12]1[CH:13]=[C:14](/[CH:18]=[CH:19]/[CH2:20][N:21]2[CH:25]=[CH:24][CH:23]=[C:22]2[C:26]([C:28]2[CH:33]=[CH:32][C:31]([CH3:34])=[CH:30][CH:29]=2)=[O:27])[CH:15]=[CH:16][CH:17]=1)[C:3](N1CCOCC1)=[O:4].[OH-:35].[Li+]. Product: [CH3:34][C:31]1[CH:32]=[CH:33][C:28]([C:26]([C:22]2[N:21]([CH2:20]/[CH:19]=[CH:18]/[C:14]3[CH:13]=[C:12]([CH:17]=[CH:16][CH:15]=3)[O:11][C@@H:2]([CH3:1])[C:3]([OH:4])=[O:35])[CH:25]=[CH:24][CH:23]=2)=[O:27])=[CH:29][CH:30]=1. The catalyst class is: 83.